Task: Predict the reaction yield, written as a fraction of the theoretical maximum amount of product (1.0 means a 100% yield; for example, 0.34 means a 34% yield).. Dataset: Reaction yield outcomes from USPTO patents with 853,638 reactions The reactants are [N:1]([C:4]1[C:9]([C:10]([O:12][CH2:13][CH3:14])=[O:11])=[CH:8][N:7]=[C:6]2[N:15]([C:19]3[CH:24]=[CH:23][CH:22]=[CH:21][N:20]=3)[N:16]=[C:17]([CH3:18])[C:5]=12)=[N+]=[N-]. The catalyst is C(O)C.[C].[Pd]. The product is [NH2:1][C:4]1[C:9]([C:10]([O:12][CH2:13][CH3:14])=[O:11])=[CH:8][N:7]=[C:6]2[N:15]([C:19]3[CH:24]=[CH:23][CH:22]=[CH:21][N:20]=3)[N:16]=[C:17]([CH3:18])[C:5]=12. The yield is 0.960.